From a dataset of Full USPTO retrosynthesis dataset with 1.9M reactions from patents (1976-2016). Predict the reactants needed to synthesize the given product. (1) The reactants are: [CH2:1]([N:8]1[CH2:13][CH2:12][CH:11]([CH2:14][CH2:15][C:16]2[C:20]3[CH:21]=[CH:22][C:23]([OH:29])=[C:24]([CH2:25][N:26]([CH3:28])[CH3:27])[C:19]=3[O:18][N:17]=2)[CH2:10][CH2:9]1)[C:2]1[CH:7]=[CH:6][CH:5]=[CH:4][CH:3]=1.[CH3:30][C:31]([CH3:35])=[CH:32][CH2:33]O.C1(P(C2C=CC=CC=2)C2C=CC=CC=2)C=CC=CC=1.N(C(OC(C)C)=O)=NC(OC(C)C)=O. Given the product [CH3:28][N:26]([CH2:25][C:24]1[C:19]2[O:18][N:17]=[C:16]([CH2:15][CH2:14][CH:11]3[CH2:12][CH2:13][N:8]([CH2:1][C:2]4[CH:3]=[CH:4][CH:5]=[CH:6][CH:7]=4)[CH2:9][CH2:10]3)[C:20]=2[CH:21]=[CH:22][C:23]=1[O:29][CH2:33][CH:32]=[C:31]([CH3:35])[CH3:30])[CH3:27], predict the reactants needed to synthesize it. (2) Given the product [CH:7]1([CH2:13][N:14]2[CH2:15][CH2:16][N:17]([CH2:3][C:2]#[N:1])[CH2:18][CH2:19]2)[CH2:8][CH2:9][CH2:10][CH2:11][CH2:12]1, predict the reactants needed to synthesize it. The reactants are: [NH:1]1CCN[CH2:3][CH2:2]1.[CH:7]1([CH2:13][N:14]2[CH2:19][CH2:18][NH:17][CH2:16][CH2:15]2)[CH2:12][CH2:11][CH2:10][CH2:9][CH2:8]1.BrCC#N. (3) Given the product [CH3:1][C:2]([N:10]1[CH:14]=[C:13]([NH:15][C:16](=[O:22])[CH:17]([NH:21][CH:32]([CH3:33])[CH2:31][C:27]2[CH:28]=[CH:29][CH:30]=[C:25]([C:24]([F:23])([F:35])[F:36])[CH:26]=2)[CH2:18][CH2:19][CH3:20])[N:12]=[CH:11]1)([CH3:9])[CH2:3][N:4]1[CH2:8][CH2:7][CH2:6][CH2:5]1, predict the reactants needed to synthesize it. The reactants are: [CH3:1][C:2]([N:10]1[CH:14]=[C:13]([NH:15][C:16](=[O:22])[CH:17]([NH2:21])[CH2:18][CH2:19][CH3:20])[N:12]=[CH:11]1)([CH3:9])[CH2:3][N:4]1[CH2:8][CH2:7][CH2:6][CH2:5]1.[F:23][C:24]([F:36])([F:35])[C:25]1[CH:26]=[C:27]([CH2:31][C:32](=O)[CH3:33])[CH:28]=[CH:29][CH:30]=1. (4) Given the product [Cl:1][C:2]1[N:7]=[C:6]([Cl:8])[CH:5]=[C:4]([C:10]2[CH:15]=[CH:14][CH:13]=[CH:12][CH:11]=2)[N:3]=1, predict the reactants needed to synthesize it. The reactants are: [Cl:1][C:2]1[N:7]=[C:6]([Cl:8])[CH:5]=[C:4](Cl)[N:3]=1.[C:10]1(B(O)O)[CH:15]=[CH:14][CH:13]=[CH:12][CH:11]=1.C([O-])([O-])=O.[Na+].[Na+].C1(C)C=CC=CC=1. (5) Given the product [CH2:1]([N:8]1[CH2:13][CH2:12][N:11]([CH3:14])[CH:10]([CH2:21][OH:22])[CH2:9]1)[C:2]1[CH:3]=[CH:4][CH:5]=[CH:6][CH:7]=1, predict the reactants needed to synthesize it. The reactants are: [CH2:1]([N:8]1[CH2:13][CH2:12][N:11]([C:14](OC(C)(C)C)=O)[CH:10]([C:21](OC)=[O:22])[CH2:9]1)[C:2]1[CH:7]=[CH:6][CH:5]=[CH:4][CH:3]=1.[H-].[Al+3].[Li+].[H-].[H-].[H-]. (6) Given the product [C:13]([NH:1][C@H:2]([C:4]([OH:6])=[O:5])[CH3:3])([O:15][CH2:16][CH:17]1[C:18]2[C:23](=[CH:22][CH:21]=[CH:20][CH:19]=2)[C:24]2[C:29]1=[CH:28][CH:27]=[CH:26][CH:25]=2)=[O:14], predict the reactants needed to synthesize it. The reactants are: [NH2:1][C@H:2]([C:4]([OH:6])=[O:5])[CH3:3].O1CCOCC1.[C:13](ON1C(=O)CCC1=O)([O:15][CH2:16][CH:17]1[C:29]2[C:24](=[CH:25][CH:26]=[CH:27][CH:28]=2)[C:23]2[C:18]1=[CH:19][CH:20]=[CH:21][CH:22]=2)=[O:14].Cl. (7) Given the product [N:13]1[CH:14]=[CH:15][C:10]([CH2:9][N:6]2[C:5]3[CH:16]=[CH:17][CH:2]=[C:3]([NH2:18])[C:4]=3[N:8]=[CH:7]2)=[CH:11][CH:12]=1, predict the reactants needed to synthesize it. The reactants are: C[C:2]1[CH:17]=[CH:16][C:5]2[N:6]([CH2:9][C:10]3[CH:15]=[CH:14][N:13]=[CH:12][CH:11]=3)[CH:7]=[N:8][C:4]=2[C:3]=1[NH2:18].[N+](C1C2N=CN(CC3C=CN=CC=3)C=2C=CC=1)([O-])=O. (8) Given the product [C:1]([O:5][C:6](=[O:25])[C:7]1[CH:8]=[C:9]([N:32]2[CH2:36][CH2:35][CH2:34][C:33]2=[O:37])[CH:10]=[C:11]([N:13]([S:20]([CH3:23])(=[O:22])=[O:21])[C:14]2[CH:19]=[CH:18][CH:17]=[CH:16][CH:15]=2)[CH:12]=1)([CH3:4])([CH3:3])[CH3:2], predict the reactants needed to synthesize it. The reactants are: [C:1]([O:5][C:6](=[O:25])[C:7]1[CH:12]=[C:11]([N:13]([S:20]([CH3:23])(=[O:22])=[O:21])[C:14]2[CH:19]=[CH:18][CH:17]=[CH:16][CH:15]=2)[CH:10]=[C:9](Br)[CH:8]=1)([CH3:4])([CH3:3])[CH3:2].C([O-])([O-])=O.[Cs+].[Cs+].[NH:32]1[CH2:36][CH2:35][CH2:34][C:33]1=[O:37]. (9) The reactants are: [CH2:1]([N:5]1[CH2:10][CH2:9][O:8][CH:7]([C:11]2[C:19]3[C:14](=[CH:15][C:16]([C:20]([N:22]4[CH2:27][CH2:26][N:25]([CH:28]([CH3:30])[CH3:29])[CH2:24][CH2:23]4)=[O:21])=[CH:17][CH:18]=3)[NH:13][CH:12]=2)[CH2:6]1)[CH:2](C)C.[CH3:31]OC(C1C=C2C(C(C3OCCNC3)=CN2)=CC=1)=O.IC(C)C.COC(C1C=C2C(C(C3OCCN(C(C)C)C3)=CN2)=CC=1)=O.N1(C(N)=O)CCNCC1.O[Li].O.CC(N1CCNCC1)C. Given the product [CH:1]([N:5]1[CH2:10][CH2:9][O:8][CH:7]([C:11]2[C:19]3[C:14](=[CH:15][C:16]([C:20]([N:22]4[CH2:27][CH2:26][N:25]([CH:28]([CH3:30])[CH3:29])[CH2:24][CH2:23]4)=[O:21])=[CH:17][CH:18]=3)[NH:13][CH:12]=2)[CH2:6]1)([CH3:31])[CH3:2], predict the reactants needed to synthesize it. (10) The reactants are: Cl.[NH2:2][C:3]1[CH:4]=[C:5]([CH:21]=[CH:22][CH:23]=1)[CH2:6][NH:7][C:8]1[C:17]2[C:12](=[C:13]([C:18]([NH2:20])=[O:19])[CH:14]=[CH:15][CH:16]=2)[N:11]=[CH:10][N:9]=1.Cl[C:25]1[S:26][C:27]2[CH:33]=[CH:32][CH:31]=[CH:30][C:28]=2[N:29]=1. Given the product [S:26]1[C:27]2[CH:33]=[CH:32][CH:31]=[CH:30][C:28]=2[N:29]=[C:25]1[NH:2][C:3]1[CH:4]=[C:5]([CH:21]=[CH:22][CH:23]=1)[CH2:6][NH:7][C:8]1[C:17]2[C:12](=[C:13]([C:18]([NH2:20])=[O:19])[CH:14]=[CH:15][CH:16]=2)[N:11]=[CH:10][N:9]=1, predict the reactants needed to synthesize it.